Task: Predict the reaction yield, written as a fraction of the theoretical maximum amount of product (1.0 means a 100% yield; for example, 0.34 means a 34% yield).. Dataset: Reaction yield outcomes from USPTO patents with 853,638 reactions The reactants are [CH:1]([C:4]1[CH:9]=[CH:8][C:7]([NH:10][C:11]2[O:12][CH2:13][C:14](=[O:21])[C:15]=2[C:16]([O:18][CH2:19][CH3:20])=[O:17])=[CH:6][CH:5]=1)([CH3:3])[CH3:2].[NH:22]1[C:30]2[C:25](=[CH:26][CH:27]=[CH:28][N:29]=2)[C:24]([CH:31]=O)=[CH:23]1.N1CCCCC1. The catalyst is C(O)C. The product is [NH:22]1[C:30]2=[N:29][CH:28]=[CH:27][CH:26]=[C:25]2[C:24]([CH:31]=[C:13]2[O:12][C:11]([NH:10][C:7]3[CH:6]=[CH:5][C:4]([CH:1]([CH3:3])[CH3:2])=[CH:9][CH:8]=3)=[C:15]([C:16]([O:18][CH2:19][CH3:20])=[O:17])[C:14]2=[O:21])=[CH:23]1. The yield is 0.350.